Dataset: Forward reaction prediction with 1.9M reactions from USPTO patents (1976-2016). Task: Predict the product of the given reaction. (1) Given the reactants [Br:1][C:2]1[CH:3]=[CH:4][C:5]([C:15]([OH:17])=O)=[N:6][C:7]=1[O:8][CH2:9][CH:10]1[CH2:14][CH2:13][CH2:12][O:11]1.[NH2:18][C@@H:19]([C:24]([CH3:27])([CH3:26])[CH3:25])[C:20]([NH:22][CH3:23])=[O:21], predict the reaction product. The product is: [CH3:25][C:24]([CH3:27])([CH3:26])[C@H:19]([NH:18][C:15]([C:5]1[CH:4]=[CH:3][C:2]([Br:1])=[C:7]([O:8][CH2:9][CH:10]2[CH2:14][CH2:13][CH2:12][O:11]2)[N:6]=1)=[O:17])[C:20](=[O:21])[NH:22][CH3:23]. (2) Given the reactants [F:1][C:2]1[C:8]([O:9][CH3:10])=[CH:7][C:6]([O:11][CH3:12])=[C:5]([F:13])[C:3]=1[NH2:4].C(O[BH-](OC(=O)C)OC(=O)C)(=O)C.[Na+].FC(F)(F)C(O)=O.[Cl:35][C:36]1[C:41]([CH:42]=O)=[CH:40][N:39]=[C:38]([Cl:44])[CH:37]=1, predict the reaction product. The product is: [Cl:35][C:36]1[CH:37]=[C:38]([Cl:44])[N:39]=[CH:40][C:41]=1[CH2:42][NH:4][C:3]1[C:2]([F:1])=[C:8]([O:9][CH3:10])[CH:7]=[C:6]([O:11][CH3:12])[C:5]=1[F:13]. (3) Given the reactants [NH:1]1[CH:5]=[CH:4][N:3]=[C:2]1[CH2:6][C:7]#[N:8].C([O:11][C:12](=O)[CH:13]([C:20](=O)[CH2:21][CH3:22])[CH2:14][CH2:15][CH2:16][CH2:17][CH2:18][CH3:19])C.C([O-])(=O)C.[NH4+], predict the reaction product. The product is: [CH2:21]([C:20]1[C:6]([C:7]#[N:8])=[C:2]2[NH:3][CH:4]=[CH:5][N:1]2[C:12](=[O:11])[C:13]=1[CH2:14][CH2:15][CH2:16][CH2:17][CH2:18][CH3:19])[CH3:22]. (4) Given the reactants [CH:1](NC(C)C)(C)[CH3:2].[Cl:8][C:9]1[CH:16]=[C:15]([N:17]2[C:21](=[O:22])[CH2:20][C@H:19]([OH:23])[C@@H:18]2[CH3:24])[CH:14]=[CH:13][C:10]=1[C:11]#[N:12].ICC.C(O)(=O)C, predict the reaction product. The product is: [Cl:8][C:9]1[CH:16]=[C:15]([N:17]2[C@@H:18]([CH3:24])[C@@H:19]([OH:23])[C@H:20]([CH2:1][CH3:2])[C:21]2=[O:22])[CH:14]=[CH:13][C:10]=1[C:11]#[N:12]. (5) The product is: [Cl:1][C:2]1[CH:3]=[C:4]([C@@H:8]([C@@H:9]2[CH2:14][CH2:13][CH2:12][NH:11][CH2:10]2)[O:22][CH2:23][CH2:24][NH:25][C:26](=[O:27])[O:28][CH3:29])[CH:5]=[CH:6][CH:7]=1. Given the reactants [Cl:1][C:2]1[CH:3]=[C:4]([C@H:8]([O:22][CH2:23][CH2:24][NH:25][C:26]([O:28][CH3:29])=[O:27])[C@@H:9]2[CH2:14][CH2:13][CH2:12][N:11](C(OC(C)(C)C)=O)[CH2:10]2)[CH:5]=[CH:6][CH:7]=1.C(=O)(O)[O-].[Na+], predict the reaction product. (6) Given the reactants [Cl:1][C:2]1[C:3]([NH2:11])=[C:4]([CH:8]=[CH:9][CH:10]=1)[C:5]([OH:7])=[O:6].[CH3:12][CH:13]1[CH2:17][CH2:16]C(C)O1.Cl.N1C=CC=CC=1, predict the reaction product. The product is: [Cl:1][C:2]1[C:3]([N:11]2[CH:16]=[CH:17][CH:13]=[CH:12]2)=[C:4]([CH:8]=[CH:9][CH:10]=1)[C:5]([OH:7])=[O:6]. (7) The product is: [ClH:61].[ClH:61].[CH3:23][O:22][C:20]1[CH:19]=[CH:18][C:13]2[N:14]=[CH:15][C:16](=[O:17])[N:11]([CH2:10][CH2:9][N:5]3[CH2:6][CH2:7][CH2:8][C@@H:3]([CH2:2][NH:1][CH2:34][C:31]4[NH:30][C:29]5=[N:36][C:25](=[O:24])[CH2:26][CH2:27][C:28]5=[CH:33][N:32]=4)[CH2:4]3)[C:12]=2[N:21]=1. Given the reactants [NH2:1][CH2:2][C@@H:3]1[CH2:8][CH2:7][CH2:6][N:5]([CH2:9][CH2:10][N:11]2[C:16](=[O:17])[CH:15]=[N:14][C:13]3[CH:18]=[CH:19][C:20]([O:22][CH3:23])=[N:21][C:12]2=3)[CH2:4]1.[O:24]=[C:25]1[NH:36][C:29]2[N:30]=[C:31]([CH:34]=O)[N:32]=[CH:33][C:28]=2[CH2:27][CH2:26]1.[O-]S([O-])(=O)=O.[Na+].[Na+].[BH-](OC(C)=O)(OC(C)=O)OC(C)=O.[Na+].CO.C(Cl)[Cl:61], predict the reaction product.